This data is from Reaction yield outcomes from USPTO patents with 853,638 reactions. The task is: Predict the reaction yield, written as a fraction of the theoretical maximum amount of product (1.0 means a 100% yield; for example, 0.34 means a 34% yield). (1) The catalyst is C(Cl)Cl. The product is [CH2:1]([O:8][C:9]1[C:14]2[CH:15]=[C:16]([C:18]3[N:33]=[C:31]4[N:30]([CH:19]=3)[N:29]=[C:28]([C:25]([F:27])([F:24])[CH3:26])[S:32]4)[O:17][C:13]=2[CH:12]=[C:11]([O:22][CH3:23])[CH:10]=1)[C:2]1[CH:7]=[CH:6][CH:5]=[CH:4][CH:3]=1. The yield is 0.590. The reactants are [CH2:1]([O:8][C:9]1[C:14]2[CH:15]=[C:16]([C:18](=O)[CH2:19]Br)[O:17][C:13]=2[CH:12]=[C:11]([O:22][CH3:23])[CH:10]=1)[C:2]1[CH:7]=[CH:6][CH:5]=[CH:4][CH:3]=1.[F:24][C:25]([C:28]1[S:32][C:31]([NH2:33])=[N:30][N:29]=1)([F:27])[CH3:26].CC(O)C. (2) The reactants are [CH3:1][O:2][C:3]([C:5]1([C:8]2[CH:13]=[CH:12][C:11]([OH:14])=[C:10]([NH2:15])[CH:9]=2)[CH2:7][CH2:6]1)=[O:4].Cl[C:17](Cl)([O:19]C(=O)OC(Cl)(Cl)Cl)Cl.O. The catalyst is C1COCC1. The product is [CH3:1][O:2][C:3]([C:5]1([C:8]2[CH:13]=[CH:12][C:11]3[O:14][C:17](=[O:19])[NH:15][C:10]=3[CH:9]=2)[CH2:7][CH2:6]1)=[O:4]. The yield is 0.910. (3) The reactants are Cl[C:2]1[CH:3]=[N:4][CH:5]=[CH:6][C:7]=1[C:8]1[N:13]=[C:12]([CH3:14])[N:11]=[C:10]([N:15]([CH2:25][C:26]2[CH:31]=[CH:30][C:29]([O:32][CH3:33])=[CH:28][CH:27]=2)[CH2:16][C:17]2[CH:22]=[CH:21][C:20]([O:23][CH3:24])=[CH:19][CH:18]=2)[N:9]=1.[NH2:34][C:35]1[CH:36]=[CH:37][C:38]([O:41][CH3:42])=[N:39][CH:40]=1.CC([O-])(C)C.[Na+].O1CCOCC1. The catalyst is [NH4+].[Cl-]. The product is [CH3:24][O:23][C:20]1[CH:21]=[CH:22][C:17]([CH2:16][N:15]([CH2:25][C:26]2[CH:31]=[CH:30][C:29]([O:32][CH3:33])=[CH:28][CH:27]=2)[C:10]2[N:9]=[C:8]([C:7]3[CH:6]=[CH:5][N:4]=[CH:3][C:2]=3[NH:34][C:35]3[CH:40]=[N:39][C:38]([O:41][CH3:42])=[CH:37][CH:36]=3)[N:13]=[C:12]([CH3:14])[N:11]=2)=[CH:18][CH:19]=1. The yield is 0.240.